Dataset: Retrosynthesis with 50K atom-mapped reactions and 10 reaction types from USPTO. Task: Predict the reactants needed to synthesize the given product. (1) Given the product Cc1ccccc1S(=O)(=O)N1CCC(CC(=O)Nc2ccc3cc2CCc2cncc(c2)Nc2ncc(Cl)c(n2)N3)CC1, predict the reactants needed to synthesize it. The reactants are: Cc1ccccc1S(=O)(=O)Cl.O=C(CC1CCNCC1)Nc1ccc2cc1CCc1cncc(c1)Nc1ncc(Cl)c(n1)N2. (2) Given the product COc1c(N2CCN(C)CC2)c(F)cc2c(=O)c(C(=O)O)cn(C3CC3)c12, predict the reactants needed to synthesize it. The reactants are: C=O.COc1c(N2CCNCC2)c(F)cc2c(=O)c(C(=O)O)cn(C3CC3)c12. (3) Given the product CCOC(=O)CCc1cn(-c2ccccc2)nc1OCc1ccccc1, predict the reactants needed to synthesize it. The reactants are: CCOC(=O)/C=C/c1cn(-c2ccccc2)nc1OCc1ccccc1. (4) Given the product O=[N+]([O-])c1ccccc1Oc1cc(Cl)cc(Cl)c1, predict the reactants needed to synthesize it. The reactants are: O=[N+]([O-])c1ccccc1F.Oc1cc(Cl)cc(Cl)c1. (5) Given the product O=C(Nc1nc(-c2cccc(C(F)(F)F)c2)n[nH]1)c1cc(Cl)ccc1[N+](=O)[O-], predict the reactants needed to synthesize it. The reactants are: Nc1nc(-c2cccc(C(F)(F)F)c2)n[nH]1.O=C(Cl)c1cc(Cl)ccc1[N+](=O)[O-]. (6) Given the product Cc1ccc(-n2nc(C(C)(C)C)cc2NC(=O)NCc2ccccc2Oc2cc(N3CCOCC3)nc(C)n2)cc1, predict the reactants needed to synthesize it. The reactants are: C1COCCN1.Cc1ccc(-n2nc(C(C)(C)C)cc2NC(=O)NCc2ccccc2Oc2cc(Cl)nc(C)n2)cc1. (7) Given the product COC[C@H]1CCN1c1ncnc(Nc2cccc(CS(N)(=O)=O)c2)n1, predict the reactants needed to synthesize it. The reactants are: COC[C@H]1CCN1.NS(=O)(=O)Cc1cccc(Nc2ncnc(Cl)n2)c1.